This data is from Forward reaction prediction with 1.9M reactions from USPTO patents (1976-2016). The task is: Predict the product of the given reaction. (1) Given the reactants [H-].[Al+3].[Li+].[H-].[H-].[H-].C([O:14][C:15]1[CH:20]=[CH:19][C:18]([CH:21](Cl)[C:22]([F:25])([F:24])[F:23])=[CH:17][C:16]=1[F:27])C1C=CC=CC=1.O.[OH-].[Na+], predict the reaction product. The product is: [F:27][C:16]1[CH:17]=[C:18]([CH2:21][C:22]([F:24])([F:25])[F:23])[CH:19]=[CH:20][C:15]=1[OH:14]. (2) Given the reactants [OH-].[Na+].F[C:4]1[CH:9]=[C:8]([C:10]2[C:11]([O:18][CH3:19])=[N:12][C:13]([CH3:17])=[CH:14][C:15]=2[CH3:16])[C:7]([F:20])=[CH:6][C:5]=1[C:21]1[N:25]([C@H:26]2[CH2:30][CH2:29][O:28][CH2:27]2)[N:24]=[CH:23][C:22]=1[C:31]([NH2:33])=[O:32].O.C(O)(=O)C, predict the reaction product. The product is: [F:20][C:7]1[C:8]([C:10]2[C:11]([O:18][CH3:19])=[N:12][C:13]([CH3:17])=[CH:14][C:15]=2[CH3:16])=[CH:9][C:4]2[NH:33][C:31](=[O:32])[C:22]3[CH:23]=[N:24][N:25]([C@H:26]4[CH2:30][CH2:29][O:28][CH2:27]4)[C:21]=3[C:5]=2[CH:6]=1.